The task is: Predict the reaction yield, written as a fraction of the theoretical maximum amount of product (1.0 means a 100% yield; for example, 0.34 means a 34% yield).. This data is from Reaction yield outcomes from USPTO patents with 853,638 reactions. (1) The product is [Br:1][CH2:4][C:3]([C:6]1[CH:7]=[C:8]([C:24]([NH:26][CH2:27][C:28]2[CH:33]=[CH:32][C:31]([S:34]([CH3:37])(=[O:36])=[O:35])=[CH:30][CH:29]=2)=[O:25])[C:9](=[O:23])[N:10]([C:13]2[CH:18]=[CH:17][CH:16]=[C:15]([C:19]([F:22])([F:21])[F:20])[CH:14]=2)[C:11]=1[CH3:12])=[O:5]. The reactants are [Br:1]Br.[C:3]([C:6]1[CH:7]=[C:8]([C:24]([NH:26][CH2:27][C:28]2[CH:33]=[CH:32][C:31]([S:34]([CH3:37])(=[O:36])=[O:35])=[CH:30][CH:29]=2)=[O:25])[C:9](=[O:23])[N:10]([C:13]2[CH:18]=[CH:17][CH:16]=[C:15]([C:19]([F:22])([F:21])[F:20])[CH:14]=2)[C:11]=1[CH3:12])(=[O:5])[CH3:4]. The yield is 0.410. The catalyst is C1COCC1. (2) The reactants are [Br:1][C:2]1[CH:3]=[C:4]([CH:11]([NH:14][C:15]([CH3:18])([CH3:17])[CH3:16])[CH2:12][OH:13])[CH:5]=[C:6]([C:9]#[N:10])[C:7]=1[NH2:8].[C:19]([C@:27]([C:42]([OH:44])=[O:43])([OH:41])[C@:28]([C:33](=[O:40])[C:34]1[CH:39]=[CH:38][CH:37]=[CH:36][CH:35]=1)([OH:32])[C:29]([OH:31])=[O:30])(=[O:26])[C:20]1[CH:25]=[CH:24][CH:23]=[CH:22][CH:21]=1.C(OCC)C. The catalyst is C(O)C. The product is [C:33]([C@:28]([C:29]([OH:31])=[O:30])([OH:32])[C@:27]([C:19](=[O:26])[C:20]1[CH:25]=[CH:24][CH:23]=[CH:22][CH:21]=1)([OH:41])[C:42]([OH:44])=[O:43])(=[O:40])[C:34]1[CH:39]=[CH:38][CH:37]=[CH:36][CH:35]=1.[Br:1][C:2]1[CH:3]=[C:4]([CH:11]([NH:14][C:15]([CH3:18])([CH3:17])[CH3:16])[CH2:12][OH:13])[CH:5]=[C:6]([C:9]#[N:10])[C:7]=1[NH2:8]. The yield is 0.810. (3) The reactants are [Cl:1][C:2]1[N:3]=[C:4]([N:14]2[CH2:19][CH2:18][O:17][CH2:16][CH2:15]2)[C:5]2[S:10][C:9]([CH2:11][NH:12][CH3:13])=[CH:8][C:6]=2[N:7]=1.[N:20]1[CH:25]=[CH:24][CH:23]=[C:22]([CH:26]=O)[CH:21]=1. No catalyst specified. The product is [Cl:1][C:2]1[N:3]=[C:4]([N:14]2[CH2:19][CH2:18][O:17][CH2:16][CH2:15]2)[C:5]2[S:10][C:9]([CH2:11][N:12]([CH3:13])[CH2:26][C:22]3[CH:21]=[N:20][CH:25]=[CH:24][CH:23]=3)=[CH:8][C:6]=2[N:7]=1. The yield is 0.710. (4) The reactants are [C:1]([C:5]1[O:9][N:8]=[C:7]([NH:10][C:11]([NH:13][C:14]2[CH:19]=[CH:18][CH:17]=[C:16]([O:20][C:21]3[C:30]4[C:25](=[CH:26][CH:27]=[C:28](I)[CH:29]=4)[N:24]=[CH:23][N:22]=3)[CH:15]=2)=[O:12])[CH:6]=1)([CH3:4])([CH3:3])[CH3:2].[CH:32]([C:34]1[O:38][C:37](B(O)O)=[CH:36][CH:35]=1)=[O:33].C([O-])([O-])=O.[Na+].[Na+]. The catalyst is CCO.COCCOC.Cl[Pd](Cl)([P](C1C=CC=CC=1)(C1C=CC=CC=1)C1C=CC=CC=1)[P](C1C=CC=CC=1)(C1C=CC=CC=1)C1C=CC=CC=1. The product is [C:1]([C:5]1[O:9][N:8]=[C:7]([NH:10][C:11]([NH:13][C:14]2[CH:19]=[CH:18][CH:17]=[C:16]([O:20][C:21]3[C:30]4[C:25](=[CH:26][CH:27]=[C:28]([C:37]5[O:38][C:34]([CH:32]=[O:33])=[CH:35][CH:36]=5)[CH:29]=4)[N:24]=[CH:23][N:22]=3)[CH:15]=2)=[O:12])[CH:6]=1)([CH3:4])([CH3:3])[CH3:2]. The yield is 0.870. (5) The reactants are [CH3:13][C:12]([O:11][C:9](O[C:9]([O:11][C:12]([CH3:15])([CH3:14])[CH3:13])=[O:10])=[O:10])([CH3:15])[CH3:14].Cl.[NH2:17][CH2:18][C:19]1[CH:24]=[C:23]([F:25])[CH:22]=[CH:21][C:20]=1[NH2:26].C([O-])(O)=O.[Na+]. The catalyst is O1CCOCC1.CCOCC. The product is [C:12]([O:11][C:9](=[O:10])[NH:17][CH2:18][C:19]1[CH:24]=[C:23]([F:25])[CH:22]=[CH:21][C:20]=1[NH2:26])([CH3:13])([CH3:14])[CH3:15]. The yield is 0.500. (6) The reactants are [C:1]([Cl:4])(=O)C.C(O[C:10]([N:12]1[CH2:17][CH2:16][C:15]([O:21][CH3:22])([C:18]([OH:20])=[O:19])[CH2:14][CH2:13]1)=O)(C)(C)C.C(=O)([O-])[O-].[Na+].[Na+].ClC1[N:35]=[CH:34][C:33]([B:36]([OH:38])[OH:37])=[CH:32][N:31]=1. The catalyst is CO.C(O)C. The product is [ClH:4].[CH3:22][O:21][C:15]1([C:18]([O:20][CH3:1])=[O:19])[CH2:14][CH2:13][N:12]([C:10]2[N:35]=[CH:34][C:33]([B:36]([OH:38])[OH:37])=[CH:32][N:31]=2)[CH2:17][CH2:16]1. The yield is 0.0200. (7) The reactants are [N:1]1([C:7]([O:9][C:10]([CH3:13])([CH3:12])[CH3:11])=[O:8])[CH2:6][CH2:5][NH:4][CH2:3][CH2:2]1.C(O[C:17]1(O[Si](C)(C)C)[CH2:19][CH2:18]1)C.C(O)(=O)C.C([BH3-])#N.[Na+]. The catalyst is O1CCCC1.CO. The product is [CH:17]1([N:4]2[CH2:5][CH2:6][N:1]([C:7]([O:9][C:10]([CH3:13])([CH3:12])[CH3:11])=[O:8])[CH2:2][CH2:3]2)[CH2:19][CH2:18]1. The yield is 0.683.